From a dataset of Forward reaction prediction with 1.9M reactions from USPTO patents (1976-2016). Predict the product of the given reaction. Given the reactants [CH2:1]([O:8][CH2:9][CH:10]1[CH:17]2[CH2:18][CH:13]3[CH2:14][CH:15]([CH2:19][CH:11]1[CH2:12]3)[CH2:16]2)[CH2:2][CH2:3][CH2:4][CH2:5][CH:6]=[CH2:7].Br[C:21]1[CH:26]=[CH:25][C:24]([N+:27]([O-:29])=[O:28])=[CH:23][CH:22]=1, predict the reaction product. The product is: [N+:27]([C:24]1[CH:25]=[CH:26][C:21]([CH2:7][CH2:6][CH2:5][CH2:4][CH2:3][CH2:2][CH2:1][O:8][CH2:9][CH:10]2[CH:17]3[CH2:18][CH:13]4[CH2:14][CH:15]([CH2:19][CH:11]2[CH2:12]4)[CH2:16]3)=[CH:22][CH:23]=1)([O-:29])=[O:28].